This data is from Reaction yield outcomes from USPTO patents with 853,638 reactions. The task is: Predict the reaction yield, written as a fraction of the theoretical maximum amount of product (1.0 means a 100% yield; for example, 0.34 means a 34% yield). (1) The reactants are [Br:1][C:2]1[CH:3]=[C:4]([S:9][C:10]2[CH:15]=[CH:14][CH:13]=[CH:12][CH:11]=2)[C:5]([NH2:8])=[N:6][CH:7]=1.[C:16]([N:24]=[C:25]=[S:26])(=[O:23])[C:17]1[CH:22]=[CH:21][CH:20]=[CH:19][CH:18]=1. The catalyst is C1COCC1. The product is [C:16]([NH:24][C:25]([NH:8][C:5]1[C:4]([S:9][C:10]2[CH:15]=[CH:14][CH:13]=[CH:12][CH:11]=2)=[CH:3][C:2]([Br:1])=[CH:7][N:6]=1)=[S:26])(=[O:23])[C:17]1[CH:22]=[CH:21][CH:20]=[CH:19][CH:18]=1. The yield is 0.957. (2) The reactants are [Br:1][C:2]1[CH:7]=[CH:6][CH:5]=[CH:4][C:3]=1[SH:8].Br[CH2:10][C:11]([O:13]C)=[O:12].N1C=CC=CC=1.[OH-].[Na+]. The catalyst is CS(C)=O.CCOC(C)=O. The product is [Br:1][C:2]1[CH:7]=[CH:6][CH:5]=[CH:4][C:3]=1[S:8][CH2:10][C:11]([OH:13])=[O:12]. The yield is 0.710. (3) The reactants are [CH3:1][S:2](Cl)(=[O:4])=[O:3].[NH2:6][C:7]1[CH:12]=[CH:11][C:10]([CH2:13][C:14]#[N:15])=[C:9]([Br:16])[C:8]=1[Cl:17]. The catalyst is N1C=CC=CC=1.CCOC(C)=O.Cl. The product is [Br:16][C:9]1[C:8]([Cl:17])=[C:7]([NH:6][S:2]([CH3:1])(=[O:4])=[O:3])[CH:12]=[CH:11][C:10]=1[CH2:13][C:14]#[N:15]. The yield is 0.750. (4) The reactants are [Cl:1][C:2]1[C:7]2[CH:8]=[CH:9][NH:10][C:6]=2[CH:5]=[C:4]([Cl:11])[N:3]=1.[H-].[Na+].I[CH2:15][CH3:16]. The catalyst is O1CCCC1. The product is [Cl:1][C:2]1[C:7]2[CH:8]=[CH:9][N:10]([CH2:15][CH3:16])[C:6]=2[CH:5]=[C:4]([Cl:11])[N:3]=1. The yield is 0.696. (5) The reactants are [F:1][C:2]1[C:3]([CH3:39])=[C:4]([C:17]2[CH:22]=[CH:21][CH:20]=[C:19]([CH2:23][O:24][C:25]3[CH:38]=[CH:37][C:28]4[C@H:29]([CH2:32][C:33]([O:35]C)=[O:34])[CH2:30][O:31][C:27]=4[CH:26]=3)[CH:18]=2)[C:5]([CH3:16])=[CH:6][C:7]=1[O:8][CH2:9][CH2:10][CH2:11][S:12]([CH3:15])(=[O:14])=[O:13].CO.[OH-].[Na+].Cl. The catalyst is O.O1CCCC1. The product is [F:1][C:2]1[C:3]([CH3:39])=[C:4]([C:17]2[CH:22]=[CH:21][CH:20]=[C:19]([CH2:23][O:24][C:25]3[CH:38]=[CH:37][C:28]4[C@H:29]([CH2:32][C:33]([OH:35])=[O:34])[CH2:30][O:31][C:27]=4[CH:26]=3)[CH:18]=2)[C:5]([CH3:16])=[CH:6][C:7]=1[O:8][CH2:9][CH2:10][CH2:11][S:12]([CH3:15])(=[O:13])=[O:14]. The yield is 0.620. (6) The product is [CH3:33][O:34][CH2:35][CH2:36][CH2:37][NH:38][S:27]([NH:30][C:31](=[O:32])[O:25][CH2:24][C:14]1[CH:15]=[CH:16][C:17]([O:19][CH2:20][CH2:21][O:22][CH3:23])=[CH:18][C:13]=1[O:12][C:3]1[C:2]([Cl:1])=[CH:7][C:6]([C:8]([F:9])([F:11])[F:10])=[CH:5][N:4]=1)(=[O:29])=[O:28]. The catalyst is ClCCl.C(OCC)(=O)C.N1C=CC=CC=1. The yield is 0.610. The reactants are [Cl:1][C:2]1[C:3]([O:12][C:13]2[CH:18]=[C:17]([O:19][CH2:20][CH2:21][O:22][CH3:23])[CH:16]=[CH:15][C:14]=2[CH2:24][OH:25])=[N:4][CH:5]=[C:6]([C:8]([F:11])([F:10])[F:9])[CH:7]=1.Cl[S:27]([N:30]=[C:31]=[O:32])(=[O:29])=[O:28].[CH3:33][O:34][CH2:35][CH2:36][CH2:37][NH2:38].Cl. (7) The reactants are [CH2:1]([OH:9])[CH2:2][CH2:3][CH2:4][CH2:5][CH2:6][CH2:7][OH:8].[C:10](Cl)([C:12]([CH3:15])([CH3:14])[CH3:13])=[O:11].N1C=CC=CC=1. The catalyst is CCl.O. The product is [C:10]([O:8][CH2:7][CH2:6][CH2:5][CH2:4][CH2:3][CH2:2][CH2:1][OH:9])(=[O:11])[C:12]([CH3:15])([CH3:14])[CH3:13]. The yield is 0.680.